From a dataset of Full USPTO retrosynthesis dataset with 1.9M reactions from patents (1976-2016). Predict the reactants needed to synthesize the given product. (1) Given the product [CH3:18][O:17][C:13]1[CH:12]=[C:11]2[C:16]([C:4](=[O:19])[CH2:5][CH:6]3[CH2:10][CH2:9][CH2:8][CH:7]32)=[CH:15][CH:14]=1, predict the reactants needed to synthesize it. The reactants are: C(O[C:4](=[O:19])[CH2:5][CH:6]1[CH2:10][CH2:9][CH2:8][CH:7]1[C:11]1[CH:16]=[CH:15][CH:14]=[C:13]([O:17][CH3:18])[CH:12]=1)C.O. (2) Given the product [O:9]1[CH2:10][CH:11]=[C:12]([C:2]#[C:1][C:3]2[CH:8]=[CH:7][CH:6]=[CH:5][N:4]=2)[CH2:13][CH2:14]1, predict the reactants needed to synthesize it. The reactants are: [C:1]([C:3]1[CH:8]=[CH:7][CH:6]=[CH:5][N:4]=1)#[CH:2].[O:9]1[CH2:14][CH2:13][C:12](=O)[CH2:11][CH2:10]1. (3) Given the product [Br:1][C:2]1[CH:7]=[CH:6][CH:5]=[CH:4][C:3]=1[S:8]([NH:11][C:12]1([C:18]([NH:20][CH:21]2[CH:22]3[CH2:23][C:24]4([C:31]([NH2:37])=[O:33])[CH2:25][CH:26]([CH2:27][CH:28]2[CH2:29]4)[CH2:30]3)=[O:19])[CH2:17][CH2:16][CH2:15][CH2:14][CH2:13]1)(=[O:9])=[O:10], predict the reactants needed to synthesize it. The reactants are: [Br:1][C:2]1[CH:7]=[CH:6][CH:5]=[CH:4][C:3]=1[S:8]([NH:11][C:12]1([C:18]([NH:20][CH:21]2[CH:28]3[CH2:29][C:24]4([C:31]([OH:33])=O)[CH2:25][CH:26]([CH2:30][CH:22]2[CH2:23]4)[CH2:27]3)=[O:19])[CH2:17][CH2:16][CH2:15][CH2:14][CH2:13]1)(=[O:10])=[O:9].Cl.C([N:37]=C=NCCCN(C)C)C.ON1C2C=CC=CC=2N=N1.[NH4+].[OH-]. (4) Given the product [Cl:24][C:25]1[CH:26]=[C:27]([CH:40]=[CH:41][C:42]=1[Cl:43])[CH2:28][N:29]1[C:33]([C:34]([OH:36])=[O:35])=[CH:32][C:31]([CH2:37][CH2:38][CH3:39])=[N:30]1.[S:46]1[CH:47]=[CH:48][N:49]=[C:45]1[NH:44][C:34]([C:33]1[N:29]([CH2:28][C:27]2[CH:40]=[CH:41][C:42]([Cl:43])=[C:25]([Cl:24])[CH:26]=2)[N:30]=[C:31]([CH2:37][CH2:38][CH3:39])[CH:32]=1)=[O:36], predict the reactants needed to synthesize it. The reactants are: C(OC(C1NN=C(CCC)C=1)=O)C.ClC1C=C(C=CC=1Cl)CBr.[Cl:24][C:25]1[CH:26]=[C:27]([CH:40]=[CH:41][C:42]=1[Cl:43])[CH2:28][N:29]1[C:33]([C:34]([OH:36])=[O:35])=[CH:32][C:31]([CH2:37][CH2:38][CH3:39])=[N:30]1.[NH2:44][C:45]1[S:46][CH:47]=[CH:48][N:49]=1. (5) Given the product [Br:1][C:2]1[CH:3]=[C:4]([C:10]2[NH:11][C:12]3[CH2:18][CH2:17][CH2:16][CH2:15][C:13]=3[N:14]=2)[C:5]([OH:8])=[N:6][CH:7]=1, predict the reactants needed to synthesize it. The reactants are: [Br:1][C:2]1[CH:3]=[C:4]([C:10]2[NH:14][C:13]3[CH2:15][CH2:16][CH2:17][CH2:18][C:12]=3[N:11]=2)[C:5]([O:8]C)=[N:6][CH:7]=1.